This data is from Reaction yield outcomes from USPTO patents with 853,638 reactions. The task is: Predict the reaction yield, written as a fraction of the theoretical maximum amount of product (1.0 means a 100% yield; for example, 0.34 means a 34% yield). (1) The reactants are [Br:1][C:2]1[N:3]=[C:4]([NH:15][CH2:16][CH2:17][CH:18]2[CH2:23][CH2:22][O:21][CH2:20][CH2:19]2)[C:5]([NH:8][CH2:9][C:10](OCC)=[O:11])=[N:6][CH:7]=1.Cl. The catalyst is C(O)C. The product is [Br:1][C:2]1[N:3]=[C:4]2[N:15]([CH2:16][CH2:17][CH:18]3[CH2:23][CH2:22][O:21][CH2:20][CH2:19]3)[C:10](=[O:11])[CH2:9][NH:8][C:5]2=[N:6][CH:7]=1. The yield is 1.00. (2) The reactants are [CH3:1][C:2]1([CH3:10])[O:9][C:7](=[O:8])[CH2:6][C:4](=[O:5])[O:3]1.[CH:11](OCC)(OCC)OCC.[NH2:21][C:22]1[CH:31]=[CH:30][C:25]([C:26]([O:28][CH3:29])=[O:27])=[C:24]([OH:32])[CH:23]=1. The catalyst is CC(O)C. The product is [CH3:1][C:2]1([CH3:10])[O:9][C:7](=[O:8])[C:6](=[CH:11][NH:21][C:22]2[CH:31]=[CH:30][C:25]([C:26]([O:28][CH3:29])=[O:27])=[C:24]([OH:32])[CH:23]=2)[C:4](=[O:5])[O:3]1. The yield is 0.958.